Dataset: Reaction yield outcomes from USPTO patents with 853,638 reactions. Task: Predict the reaction yield, written as a fraction of the theoretical maximum amount of product (1.0 means a 100% yield; for example, 0.34 means a 34% yield). (1) The reactants are [Cl:1][C:2]1[CH:7]=[CH:6][CH:5]=[CH:4][N:3]=1.[Li+].CC([N-]C(C)C)C.[CH:16](=[O:18])[CH3:17].O. The catalyst is C1COCC1. The product is [Cl:1][C:2]1[C:7]([CH:16]([OH:18])[CH3:17])=[CH:6][CH:5]=[CH:4][N:3]=1. The yield is 0.380. (2) The reactants are [CH3:1][O:2][C:3]1[CH:23]=[CH:22][C:6]([CH2:7][N:8]2[C:12]([C:13]([O-:15])=[O:14])=[CH:11][C:10]([N:16]3[CH2:20][CH2:19][NH:18][C:17]3=[O:21])=[N:9]2)=[CH:5][CH:4]=1.[F:24][C:25]1[CH:32]=[CH:31][C:28]([CH2:29]Br)=[CH:27][CH:26]=1.[C:33](=O)([O-])[O-].[Cs+].[Cs+]. The catalyst is CC(C)=O. The product is [F:24][C:25]1[CH:32]=[CH:31][C:28]([CH2:29][N:18]2[CH2:19][CH2:20][N:16]([C:10]3[CH:11]=[C:12]([C:13]([O:15][CH3:33])=[O:14])[N:8]([CH2:7][C:6]4[CH:5]=[CH:4][C:3]([O:2][CH3:1])=[CH:23][CH:22]=4)[N:9]=3)[C:17]2=[O:21])=[CH:27][CH:26]=1. The yield is 0.480. (3) The reactants are [Cl-].O[NH3+:3].[C:4](=[O:7])([O-])[OH:5].[Na+].CS(C)=O.[CH3:13][N:14]1[C:19](=[O:20])[C:18]([CH2:21][C:22]2[CH:27]=[CH:26][C:25]([C:28]3[C:29]([C:34]#[N:35])=[CH:30][CH:31]=[CH:32][CH:33]=3)=[CH:24][CH:23]=2)=[C:17]([CH2:36][CH2:37][CH3:38])[N:16]2[N:39]=[CH:40][N:41]=[C:15]12. The catalyst is C(OCC)(=O)C. The product is [CH3:13][N:14]1[C:19](=[O:20])[C:18]([CH2:21][C:22]2[CH:23]=[CH:24][C:25]([C:28]3[CH:33]=[CH:32][CH:31]=[CH:30][C:29]=3[C:34]3[NH:3][C:4](=[O:7])[O:5][N:35]=3)=[CH:26][CH:27]=2)=[C:17]([CH2:36][CH2:37][CH3:38])[N:16]2[N:39]=[CH:40][N:41]=[C:15]12. The yield is 0.380. (4) The reactants are [CH2:1]([O:8][C:9]1[C:10](=[O:18])[N:11]([CH3:17])[C:12](Br)=[C:13]([Br:15])[CH:14]=1)[C:2]1[CH:7]=[CH:6][CH:5]=[CH:4][CH:3]=1.C([Mg]Cl)(C)C.CN(C1C=CC=CN=1)[CH:26]=[O:27]. The catalyst is C1COCC1. The product is [CH2:1]([O:8][C:9]1[C:10](=[O:18])[N:11]([CH3:17])[C:12]([CH:26]=[O:27])=[C:13]([Br:15])[CH:14]=1)[C:2]1[CH:7]=[CH:6][CH:5]=[CH:4][CH:3]=1. The yield is 0.840. (5) The reactants are [CH3:1][C@:2]12[C@@:19]3([CH3:20])[C@@H:10]([C@:11]4([CH3:33])[C@@H:16]([CH2:17][CH2:18]3)[C:15]([CH3:22])([CH3:21])[C:14]([C:23]3[CH:32]=[CH:31][C:26]([C:27]([O:29]C)=[O:28])=[CH:25][CH:24]=3)=[CH:13][CH2:12]4)[CH2:9][CH2:8][C@@H:7]1[C@H:6]1[C@H:34]([C:37]([CH3:39])=[CH2:38])[CH2:35][CH2:36][C@:5]1([NH:40][CH2:41][CH2:42][C:43]([F:46])([F:45])[F:44])[CH2:4][CH2:3]2.[OH-].[Na+]. The catalyst is O1CCOCC1.CO. The product is [CH3:1][C@:2]12[C@@:19]3([CH3:20])[C@@H:10]([C@:11]4([CH3:33])[C@@H:16]([CH2:17][CH2:18]3)[C:15]([CH3:21])([CH3:22])[C:14]([C:23]3[CH:24]=[CH:25][C:26]([C:27]([OH:29])=[O:28])=[CH:31][CH:32]=3)=[CH:13][CH2:12]4)[CH2:9][CH2:8][C@@H:7]1[C@H:6]1[C@H:34]([C:37]([CH3:39])=[CH2:38])[CH2:35][CH2:36][C@:5]1([NH:40][CH2:41][CH2:42][C:43]([F:44])([F:45])[F:46])[CH2:4][CH2:3]2. The yield is 0.668. (6) The reactants are Br[C:2]1[CH:3]=[CH:4][CH:5]=[C:6]2[C:11]=1[N:10]=[C:9]([NH:12][C:13]1[CH:18]=[CH:17][C:16]([N:19]3[CH2:24][CH2:23][N:22]([CH:25]([OH:27])[CH3:26])[CH2:21][CH2:20]3)=[CH:15][CH:14]=1)[N:8]=[CH:7]2.[NH2:28][C:29]1[CH:30]=[C:31](B(O)O)[CH:32]=[CH:33][CH:34]=1.C([O-])([O-])=O.[Na+].[Na+]. The catalyst is O1CCOCC1.O.C1C=CC(P(C2C=CC=CC=2)[C-]2C=CC=C2)=CC=1.C1C=CC(P(C2C=CC=CC=2)[C-]2C=CC=C2)=CC=1.Cl[Pd]Cl.[Fe+2]. The product is [NH2:28][C:29]1[CH:34]=[C:33]([C:2]2[CH:3]=[CH:4][CH:5]=[C:6]3[C:11]=2[N:10]=[C:9]([NH:12][C:13]2[CH:14]=[CH:15][C:16]([N:19]4[CH2:20][CH2:21][N:22]([CH:25]([OH:27])[CH3:26])[CH2:23][CH2:24]4)=[CH:17][CH:18]=2)[N:8]=[CH:7]3)[CH:32]=[CH:31][CH:30]=1. The yield is 0.480. (7) The reactants are [I:1][C:2]1[C:10]2[C:5](=[CH:6][CH:7]=[C:8]([C:11]([OH:13])=[O:12])[CH:9]=2)[NH:4][CH:3]=1.CC(C)([O-])C.[K+].[C:20]([O:24][C:25](O[C:25]([O:24][C:20]([CH3:23])([CH3:22])[CH3:21])=[O:26])=[O:26])([CH3:23])([CH3:22])[CH3:21]. The catalyst is C1COCC1. The product is [C:20]([O:24][C:25]([N:4]1[C:5]2[C:10](=[CH:9][C:8]([C:11]([OH:13])=[O:12])=[CH:7][CH:6]=2)[C:2]([I:1])=[CH:3]1)=[O:26])([CH3:23])([CH3:22])[CH3:21]. The yield is 0.750. (8) The reactants are [H-].[Na+].[N:3]1[CH:8]=[CH:7][CH:6]=[CH:5][C:4]=1[CH2:9][OH:10].[Cl:11][C:12]1[N:13]=[N:14][C:15](Cl)=[CH:16][CH:17]=1. The catalyst is C1COCC1. The product is [Cl:11][C:12]1[N:13]=[N:14][C:15]([O:10][CH2:9][C:4]2[CH:5]=[CH:6][CH:7]=[CH:8][N:3]=2)=[CH:16][CH:17]=1. The yield is 0.620. (9) The yield is 0.960. The catalyst is C(Cl)Cl. The product is [CH3:25][S:26]([O:1][CH2:2][CH2:3][CH2:4][CH2:5][O:6][C:7]1[CH:8]=[CH:9][C:10]2[CH2:11][CH2:12][C:13](=[O:17])[NH:14][C:15]=2[N:16]=1)(=[O:28])=[O:27]. The reactants are [OH:1][CH2:2][CH2:3][CH2:4][CH2:5][O:6][C:7]1[N:16]=[C:15]2[C:10]([CH2:11][CH2:12][C:13](=[O:17])[NH:14]2)=[CH:9][CH:8]=1.CCN(CC)CC.[CH3:25][S:26](Cl)(=[O:28])=[O:27]. (10) The reactants are [Br:1][C:2]1[CH:9]=[CH:8][C:5]([CH2:6]Br)=[CH:4][CH:3]=1.[CH3:10][C:11]1([CH3:17])[CH2:16][CH2:15][NH:14][CH2:13][CH2:12]1.C(=O)([O-])[O-].[K+].[K+]. The catalyst is C(#N)C. The product is [Br:1][C:2]1[CH:9]=[CH:8][C:5]([CH2:6][N:14]2[CH2:15][CH2:16][C:11]([CH3:17])([CH3:10])[CH2:12][CH2:13]2)=[CH:4][CH:3]=1. The yield is 0.570.